From a dataset of NCI-60 drug combinations with 297,098 pairs across 59 cell lines. Regression. Given two drug SMILES strings and cell line genomic features, predict the synergy score measuring deviation from expected non-interaction effect. Synergy scores: CSS=67.4, Synergy_ZIP=-0.00803, Synergy_Bliss=0.540, Synergy_Loewe=-2.95, Synergy_HSA=2.94. Cell line: SR. Drug 1: C1=CN(C(=O)N=C1N)C2C(C(C(O2)CO)O)O.Cl. Drug 2: C1=NC2=C(N1)C(=S)N=CN2.